Dataset: Cav3 T-type calcium channel HTS with 100,875 compounds. Task: Binary Classification. Given a drug SMILES string, predict its activity (active/inactive) in a high-throughput screening assay against a specified biological target. (1) The drug is S(c1n(c(nn1)Cc1n(ccc1)C)c1ccc(cc1)C)CC(=O)Nc1cc2OCOc2cc1. The result is 1 (active). (2) The molecule is S(=O)(=O)(Cc1oc(C(=O)N2CCN(C3CCCCC3)CC2)cc1)c1c(cccc1)C. The result is 0 (inactive).